Predict the reaction yield, written as a fraction of the theoretical maximum amount of product (1.0 means a 100% yield; for example, 0.34 means a 34% yield). From a dataset of Reaction yield outcomes from USPTO patents with 853,638 reactions. The reactants are [CH2:1]([N:4]1[CH:8]=[CH:7][N:6]=[C:5]1[C:9]1[S:13][C:12](Br)=[N:11][C:10]=1[C:15]1[CH:20]=[CH:19][C:18]([Cl:21])=[CH:17][C:16]=1[Cl:22])[CH:2]=[CH2:3].C[Sn](C)(C)[C:25]1[CH:30]=[CH:29][N:28]=[C:27]([NH:31][C:32](=[O:34])[CH3:33])[CH:26]=1.[Cl-].[Li+]. The catalyst is O1CCOCC1.[Cu]I. The product is [CH2:1]([N:4]1[CH:8]=[CH:7][N:6]=[C:5]1[C:9]1[S:13][C:12]([C:25]2[CH:30]=[CH:29][N:28]=[C:27]([NH:31][C:32](=[O:34])[CH3:33])[CH:26]=2)=[N:11][C:10]=1[C:15]1[CH:20]=[CH:19][C:18]([Cl:21])=[CH:17][C:16]=1[Cl:22])[CH:2]=[CH2:3]. The yield is 0.430.